Dataset: Full USPTO retrosynthesis dataset with 1.9M reactions from patents (1976-2016). Task: Predict the reactants needed to synthesize the given product. (1) Given the product [C:1]([C:5]1[N:10]=[C:9]([NH:11][CH2:12][C:13]2[O:14][CH:15]=[CH:16][CH:17]=2)[C:8]([C:18]([N:20]([CH2:40][CH:41]([CH3:42])[CH3:43])[CH:21]2[CH2:26][CH:25]([CH2:27][N:44]3[CH:48]=[CH:47][N:46]=[CH:45]3)[CH2:24][N:23]([C:33]([O:35][C:36]([CH3:39])([CH3:37])[CH3:38])=[O:34])[CH2:22]2)=[O:19])=[CH:7][N:6]=1)([CH3:4])([CH3:2])[CH3:3], predict the reactants needed to synthesize it. The reactants are: [C:1]([C:5]1[N:10]=[C:9]([NH:11][CH2:12][C:13]2[O:14][CH:15]=[CH:16][CH:17]=2)[C:8]([C:18]([N:20]([CH2:40][CH:41]([CH3:43])[CH3:42])[CH:21]2[CH2:26][CH:25]([CH2:27]OS(C)(=O)=O)[CH2:24][N:23]([C:33]([O:35][C:36]([CH3:39])([CH3:38])[CH3:37])=[O:34])[CH2:22]2)=[O:19])=[CH:7][N:6]=1)([CH3:4])([CH3:3])[CH3:2].[NH:44]1[CH:48]=[CH:47][N:46]=[CH:45]1.C(=O)([O-])[O-].[Cs+].[Cs+]. (2) Given the product [Br:1][C:2]1[C:7]([CH3:8])=[CH:6][C:5]([C:9]2[N:13]=[CH:12][N:11]([CH2:21][C:22]([CH3:25])([OH:23])[CH3:24])[N:10]=2)=[CH:4][C:3]=1[CH3:14], predict the reactants needed to synthesize it. The reactants are: [Br:1][C:2]1[C:7]([CH3:8])=[CH:6][C:5]([C:9]2[N:13]=[CH:12][NH:11][N:10]=2)=[CH:4][C:3]=1[CH3:14].C([O-])([O-])=O.[Cs+].[Cs+].[CH3:21][C:22]1([CH3:25])[CH2:24][O:23]1.O. (3) Given the product [I:1][C:2]1[CH:7]=[CH:6][C:5]([C:8]2([C:14]#[N:15])[CH2:13][CH2:12][N:11]([CH3:18])[CH2:10][CH2:9]2)=[CH:4][CH:3]=1, predict the reactants needed to synthesize it. The reactants are: [I:1][C:2]1[CH:7]=[CH:6][C:5]([C:8]2([C:14]#[N:15])[CH2:13][CH2:12][NH:11][CH2:10][CH2:9]2)=[CH:4][CH:3]=1.C=O.[CH3:18]C(O)=O.[BH-](OC(C)=O)(OC(C)=O)OC(C)=O.[Na+]. (4) Given the product [CH3:21][N:19]([CH3:20])[CH2:18][CH2:17][NH:16][C:8]1[C:9]2[C:10](=[O:15])[C:11]3[CH:12]=[CH:13][N:14]=[C:2]([NH:16][CH2:17][CH2:18][N:19]([CH3:21])[CH3:20])[C:3]=3[C:4]=2[C:5]2[CH:25]=[CH:24][C:23]([O:26][CH3:27])=[CH:22][C:6]=2[N:7]=1, predict the reactants needed to synthesize it. The reactants are: Cl[C:2]1[C:3]2[C:4]3[C:5]4[CH:25]=[CH:24][C:23]([O:26][CH3:27])=[CH:22][C:6]=4[N:7]=[C:8]([NH:16][CH2:17][CH2:18][N:19]([CH3:21])[CH3:20])[C:9]=3[C:10](=[O:15])[C:11]=2[CH:12]=[CH:13][N:14]=1. (5) Given the product [F:1][C:2]1[CH:7]=[C:6]2[C:5](=[CH:4][CH:3]=1)[NH:8][CH2:11][CH2:10][C:9]2=[O:12], predict the reactants needed to synthesize it. The reactants are: [F:1][C:2]1[CH:7]=[CH:6][C:5]([N:8]2[CH2:11][CH2:10][C:9]2=[O:12])=[CH:4][CH:3]=1.FC(F)(F)S(O)(=O)=O.C(=O)(O)[O-].[Na+].